From a dataset of Ames mutagenicity test results for genotoxicity prediction. Regression/Classification. Given a drug SMILES string, predict its toxicity properties. Task type varies by dataset: regression for continuous values (e.g., LD50, hERG inhibition percentage) or binary classification for toxic/non-toxic outcomes (e.g., AMES mutagenicity, cardiotoxicity, hepatotoxicity). Dataset: ames. The molecule is CNCCS(=O)(=O)O. The result is 0 (non-mutagenic).